This data is from NCI-60 drug combinations with 297,098 pairs across 59 cell lines. The task is: Regression. Given two drug SMILES strings and cell line genomic features, predict the synergy score measuring deviation from expected non-interaction effect. (1) Drug 1: CC12CCC3C(C1CCC2O)C(CC4=C3C=CC(=C4)O)CCCCCCCCCS(=O)CCCC(C(F)(F)F)(F)F. Drug 2: CCC1=C2CN3C(=CC4=C(C3=O)COC(=O)C4(CC)O)C2=NC5=C1C=C(C=C5)O. Cell line: RXF 393. Synergy scores: CSS=4.11, Synergy_ZIP=0.346, Synergy_Bliss=0.826, Synergy_Loewe=-3.61, Synergy_HSA=-1.31. (2) Drug 1: C1CCN(CC1)CCOC2=CC=C(C=C2)C(=O)C3=C(SC4=C3C=CC(=C4)O)C5=CC=C(C=C5)O. Drug 2: CCC1(CC2CC(C3=C(CCN(C2)C1)C4=CC=CC=C4N3)(C5=C(C=C6C(=C5)C78CCN9C7C(C=CC9)(C(C(C8N6C=O)(C(=O)OC)O)OC(=O)C)CC)OC)C(=O)OC)O.OS(=O)(=O)O. Cell line: SF-539. Synergy scores: CSS=49.8, Synergy_ZIP=2.54, Synergy_Bliss=2.89, Synergy_Loewe=-51.5, Synergy_HSA=2.47. (3) Drug 1: C1C(C(OC1N2C=C(C(=O)NC2=O)F)CO)O. Cell line: A498. Synergy scores: CSS=13.7, Synergy_ZIP=-4.68, Synergy_Bliss=0.189, Synergy_Loewe=-7.19, Synergy_HSA=-0.154. Drug 2: C1=CN(C=N1)CC(O)(P(=O)(O)O)P(=O)(O)O.